This data is from Full USPTO retrosynthesis dataset with 1.9M reactions from patents (1976-2016). The task is: Predict the reactants needed to synthesize the given product. (1) Given the product [Cl:22][C:17]1[CH:16]=[C:15]([NH:14][C:5]2[C:4]3[C:9](=[CH:10][CH:11]=[C:2]([NH:1][CH2:29][C:28]4[CH:31]=[CH:32][CH:33]=[C:26]([N+:23]([O-:25])=[O:24])[CH:27]=4)[CH:3]=3)[N:8]=[CH:7][C:6]=2[C:12]#[N:13])[CH:20]=[CH:19][C:18]=1[F:21], predict the reactants needed to synthesize it. The reactants are: [NH2:1][C:2]1[CH:3]=[C:4]2[C:9](=[CH:10][CH:11]=1)[N:8]=[CH:7][C:6]([C:12]#[N:13])=[C:5]2[NH:14][C:15]1[CH:20]=[CH:19][C:18]([F:21])=[C:17]([Cl:22])[CH:16]=1.[N+:23]([C:26]1[CH:27]=[C:28]([CH:31]=[CH:32][CH:33]=1)[CH:29]=O)([O-:25])=[O:24].[BH3-]C#N.[Na+]. (2) Given the product [Br:6][C:7]1[CH:12]=[C:11]([NH:13][S:2]([CH3:1])(=[O:4])=[O:3])[C:10]([I:14])=[CH:9][N:8]=1, predict the reactants needed to synthesize it. The reactants are: [CH3:1][S:2](Cl)(=[O:4])=[O:3].[Br:6][C:7]1[CH:12]=[C:11]([NH2:13])[C:10]([I:14])=[CH:9][N:8]=1.C(N(CC)CC)C. (3) Given the product [NH2:1][C:2]1[CH:7]=[C:6]([NH:13][S:20]([CH3:19])(=[O:22])=[O:21])[CH:5]=[CH:4][C:3]=1[S:9]([NH2:12])(=[O:11])=[O:10], predict the reactants needed to synthesize it. The reactants are: [NH2:1][C:2]1[CH:7]=[CH:6][C:5](N)=[CH:4][C:3]=1[S:9]([NH2:12])(=[O:11])=[O:10].[N:13]1C=CC=CC=1.[CH3:19][S:20](Cl)(=[O:22])=[O:21]. (4) Given the product [C:83]([O:87][C:14](=[O:15])[NH:16][C:17]1[CH:18]=[N:19][C:20]([Cl:42])=[CH:21][C:22]=1[C:23]1[C:24]([CH3:29])=[N:25][CH:26]=[CH:27][CH:28]=1)([CH3:86])([CH3:85])[CH3:84], predict the reactants needed to synthesize it. The reactants are: FC(F)(F)C1C=C(C(C)(C)[C:14]([N:16](C)[C:17]2[CH:18]=[N:19][C:20](N3CCN(C)CC3)=[CH:21][C:22]=2[C:23]2[C:24]([CH3:29])=[N:25][CH:26]=[CH:27][CH:28]=2)=[O:15])C=C(C(F)(F)F)C=1.[Cl:42]C1N=CC(C(O)=O)=C(C2C(C)=NC=CC=2)C=1.C(N(CC)CC)C.C1(P(N=[N+]=[N-])(C2C=CC=CC=2)=O)C=CC=CC=1.[C:83]([OH:87])([CH3:86])([CH3:85])[CH3:84]. (5) Given the product [OH:33][C:17]1[CH:16]=[CH:15][C:14]([C:5]2[C:4]([CH:1]=[O:3])=[C:8]([C:30]3[CH:29]=[CH:31][C:38]([OH:39])=[CH:37][CH:36]=3)[O:7][N:6]=2)=[CH:13][CH:18]=1, predict the reactants needed to synthesize it. The reactants are: [C:1]([C:4]1[CH:5]=[N:6][O:7][CH:8]=1)([OH:3])=O.C(Cl)CCl.[CH:13]1[CH:14]=[CH:15][C:16]2N(O)N=N[C:17]=2[CH:18]=1.CCN([CH:29]([CH3:31])[CH3:30])C(C)C.C[O:33]CN.[CH2:36]1C[O:39][CH2:38][CH2:37]1. (6) Given the product [Si:17]([O:1][CH2:2][C:3]1([CH2:6][OH:7])[CH2:5][CH2:4]1)([C:13]([CH3:16])([CH3:15])[CH3:14])([C:24]1[CH:25]=[CH:26][CH:27]=[CH:28][CH:29]=1)[C:18]1[CH:23]=[CH:22][CH:21]=[CH:20][CH:19]=1, predict the reactants needed to synthesize it. The reactants are: [OH:1][CH2:2][C:3]1([CH2:6][OH:7])[CH2:5][CH2:4]1.N1C=CN=C1.[C:13]([Si:17](Cl)([C:24]1[CH:29]=[CH:28][CH:27]=[CH:26][CH:25]=1)[C:18]1[CH:23]=[CH:22][CH:21]=[CH:20][CH:19]=1)([CH3:16])([CH3:15])[CH3:14].CO. (7) Given the product [Cl:1][C:2]1[C:6]([N:7]([CH2:8][C:9]#[CH:10])[C:33](=[O:34])[CH2:32][CH:31]([S:36][CH3:37])[C:30]([F:39])([F:38])[F:29])=[CH:5][N:4]([C:11]2[CH:12]=[N:13][CH:14]=[CH:15][CH:16]=2)[N:3]=1, predict the reactants needed to synthesize it. The reactants are: [Cl:1][C:2]1[C:6]([NH:7][CH2:8][C:9]#[CH:10])=[CH:5][N:4]([C:11]2[CH:12]=[N:13][CH:14]=[CH:15][CH:16]=2)[N:3]=1.Cl.C(N=C=NCCCN(C)C)C.[F:29][C:30]([F:39])([F:38])[CH:31]([S:36][CH3:37])[CH2:32][C:33](O)=[O:34]. (8) Given the product [CH3:35][O:34][C:32]1[CH:31]=[C:29]([NH:30][CH:2]([C:18]2[CH:23]=[CH:22][C:21]([F:24])=[CH:20][CH:19]=2)[C:3]([C:5]2[C:13]3[C:8](=[CH:9][CH:10]=[C:11]([CH2:14][CH2:15][CH2:16][OH:17])[CH:12]=3)[NH:7][CH:6]=2)=[O:4])[CH:28]=[C:27]([O:26][CH3:25])[CH:33]=1, predict the reactants needed to synthesize it. The reactants are: Br[CH:2]([C:18]1[CH:23]=[CH:22][C:21]([F:24])=[CH:20][CH:19]=1)[C:3]([C:5]1[C:13]2[C:8](=[CH:9][CH:10]=[C:11]([CH2:14][CH2:15][CH2:16][OH:17])[CH:12]=2)[NH:7][CH:6]=1)=[O:4].[CH3:25][O:26][C:27]1[CH:28]=[C:29]([CH:31]=[C:32]([O:34][CH3:35])[CH:33]=1)[NH2:30]. (9) Given the product [NH2:29][C@H:4]1[CH2:3][C@@H:2]([CH3:1])[CH2:7][N:6]([C:8]2[CH:13]=[CH:12][N:11]=[CH:10][C:9]=2[NH:14][C:15]([C:17]2[N:22]=[C:21]3[CH:23]=[C:24]([CH2:26][CH2:27][CH3:28])[O:25][C:20]3=[CH:19][CH:18]=2)=[O:16])[CH2:5]1, predict the reactants needed to synthesize it. The reactants are: [CH3:1][C@H:2]1[CH2:7][N:6]([C:8]2[CH:13]=[CH:12][N:11]=[CH:10][C:9]=2[NH:14][C:15]([C:17]2[N:22]=[C:21]3[CH:23]=[C:24]([CH2:26][CH2:27][CH3:28])[O:25][C:20]3=[CH:19][CH:18]=2)=[O:16])[CH2:5][C@@H:4]([NH:29]C(=O)OC(C)(C)C)[CH2:3]1.C(O)(C(F)(F)F)=O.N. (10) Given the product [CH3:10][C:7]1[CH:8]=[CH:9][C:4]2[C:3]([OH:12])=[N:2][O:11][C:5]=2[CH:6]=1, predict the reactants needed to synthesize it. The reactants are: O[NH:2][C:3](=[O:12])[C:4]1[CH:9]=[CH:8][C:7]([CH3:10])=[CH:6][C:5]=1[OH:11].C(N(CC)CC)C.S(Cl)(Cl)=O.Cl.